This data is from Forward reaction prediction with 1.9M reactions from USPTO patents (1976-2016). The task is: Predict the product of the given reaction. (1) Given the reactants [Cl-].[CH3:2][O:3]C[P+](C1C=CC=CC=1)(C1C=CC=CC=1)C1C=CC=CC=1.CC(C)([O-])C.[K+].[CH2:30]([O:37][C:38]([N:40]1[CH:45]2[CH2:46][CH2:47][CH:41]1[CH2:42][C:43](=O)[CH2:44]2)=[O:39])[C:31]1[CH:36]=[CH:35][CH:34]=[CH:33][CH:32]=1.Cl, predict the reaction product. The product is: [CH2:30]([O:37][C:38]([N:40]1[CH:45]2[CH2:46][CH2:47][CH:41]1[CH2:42][CH:43]([CH:2]=[O:3])[CH2:44]2)=[O:39])[C:31]1[CH:36]=[CH:35][CH:34]=[CH:33][CH:32]=1. (2) Given the reactants N[C:2]1[CH:7]=[C:6]([CH3:8])[CH:5]=[C:4]([CH3:9])[N:3]=1.[Cl-:10].[Na+].N([O-])=O.[Na+].C(=O)(O)[O-], predict the reaction product. The product is: [Cl:10][C:2]1[CH:7]=[C:6]([CH3:8])[CH:5]=[C:4]([CH3:9])[N:3]=1.